This data is from Full USPTO retrosynthesis dataset with 1.9M reactions from patents (1976-2016). The task is: Predict the reactants needed to synthesize the given product. (1) The reactants are: [N:1]1[CH:6]=[CH:5][CH:4]=[CH:3][C:2]=1[N:7]1[CH2:12][CH2:11][NH:10][CH2:9][CH2:8]1.[C:13]1([CH3:25])[CH:18]=[C:17]([CH3:19])[CH:16]=[C:15]([CH3:20])[C:14]=1[S:21](Cl)(=[O:23])=[O:22]. Given the product [N:1]1[CH:6]=[CH:5][CH:4]=[CH:3][C:2]=1[N:7]1[CH2:8][CH2:9][N:10]([S:21]([C:14]2[C:15]([CH3:20])=[CH:16][C:17]([CH3:19])=[CH:18][C:13]=2[CH3:25])(=[O:23])=[O:22])[CH2:11][CH2:12]1, predict the reactants needed to synthesize it. (2) Given the product [C:28]([NH:31][C:32]1[CH:33]=[C:34]([NH:35][C:11]2[N:16]=[C:15]([NH:17][CH2:18][C:19]3[CH:20]=[N:21][N:22]([CH3:24])[CH:23]=3)[C:14]([C:25]([NH2:27])=[O:26])=[CH:13][N:12]=2)[CH:36]=[CH:37][CH:38]=1)(=[O:30])[CH3:29], predict the reactants needed to synthesize it. The reactants are: N1(O[C:11]2[N:16]=[C:15]([NH:17][CH2:18][C:19]3[CH:20]=[N:21][N:22]([CH3:24])[CH:23]=3)[C:14]([C:25]([NH2:27])=[O:26])=[CH:13][N:12]=2)C2C=CC=CC=2N=N1.[C:28]([NH:31][C:32]1[CH:33]=[C:34]([CH:36]=[CH:37][CH:38]=1)[NH2:35])(=[O:30])[CH3:29].CC1C=CC(S(O)(=O)=O)=CC=1.O.